From a dataset of Peptide-MHC class II binding affinity with 134,281 pairs from IEDB. Regression. Given a peptide amino acid sequence and an MHC pseudo amino acid sequence, predict their binding affinity value. This is MHC class II binding data. (1) The peptide sequence is LLTSGMVIFFMSPKGK. The MHC is DRB1_1101 with pseudo-sequence DRB1_1101. The binding affinity (normalized) is 0.770. (2) The peptide sequence is NKELRLMYVNCVKKN. The MHC is DRB1_1201 with pseudo-sequence DRB1_1201. The binding affinity (normalized) is 0.378.